From a dataset of Full USPTO retrosynthesis dataset with 1.9M reactions from patents (1976-2016). Predict the reactants needed to synthesize the given product. The reactants are: [CH3:1][O:2][C:3]([C:5]1[CH:10]=[CH:9][CH:8]=[C:7](Br)[N:6]=1)=[O:4].C([O-])([O-])=O.[Cs+].[Cs+].[CH3:18][CH:19]([SH:21])[CH3:20]. Given the product [CH3:1][O:2][C:3]([C:5]1[CH:10]=[CH:9][CH:8]=[C:7]([S:21][CH:19]([CH3:20])[CH3:18])[N:6]=1)=[O:4], predict the reactants needed to synthesize it.